This data is from Catalyst prediction with 721,799 reactions and 888 catalyst types from USPTO. The task is: Predict which catalyst facilitates the given reaction. (1) Reactant: [NH2:1][C:2]1[N:10]=[CH:9][CH:8]=[CH:7][C:3]=1[C:4]([OH:6])=O.ON1C2C=CC=CC=2N=N1.CCN=C=NCCCN(C)C.[F:32][C:33]1[CH:34]=[C:35]([CH:45]=[CH:46][CH:47]=1)[O:36][C:37]1[CH:44]=[CH:43][C:40]([CH2:41][NH2:42])=[CH:39][CH:38]=1.C(=O)(O)[O-].[Na+]. Product: [F:32][C:33]1[CH:34]=[C:35]([CH:45]=[CH:46][CH:47]=1)[O:36][C:37]1[CH:44]=[CH:43][C:40]([CH2:41][NH:42][C:4](=[O:6])[C:3]2[CH:7]=[CH:8][CH:9]=[N:10][C:2]=2[NH2:1])=[CH:39][CH:38]=1. The catalyst class is: 3. (2) Reactant: [C:1]([O:5][C:6](=[O:39])[NH:7][C@@H:8]1[C:26](=[O:27])[N:25]2[C@@H:21]([CH2:22][C@@H:23]([NH2:28])[CH2:24]2)[C:20](=[O:29])[NH:19][C@@:18]2([C:30]([NH:32][S:33]([CH:36]3[CH2:38][CH2:37]3)(=[O:35])=[O:34])=[O:31])[C@@H:16]([CH2:17]2)[CH:15]=[CH:14][CH2:13][CH2:12][CH2:11][CH2:10][CH2:9]1)([CH3:4])([CH3:3])[CH3:2].[Cl:40][C:41]1[C:42]2[CH:52]=[CH:51][CH:50]=[CH:49][C:43]=2[S:44][C:45]=1[C:46](Cl)=[O:47].CCN(C(C)C)C(C)C. Product: [C:1]([O:5][C:6](=[O:39])[NH:7][C@@H:8]1[C:26](=[O:27])[N:25]2[C@@H:21]([CH2:22][C@@H:23]([NH:28][C:46]([C:45]3[S:44][C:43]4[CH:49]=[CH:50][CH:51]=[CH:52][C:42]=4[C:41]=3[Cl:40])=[O:47])[CH2:24]2)[C:20](=[O:29])[NH:19][C@@:18]2([C:30]([NH:32][S:33]([CH:36]3[CH2:38][CH2:37]3)(=[O:34])=[O:35])=[O:31])[C@@H:16]([CH2:17]2)[CH:15]=[CH:14][CH2:13][CH2:12][CH2:11][CH2:10][CH2:9]1)([CH3:4])([CH3:2])[CH3:3]. The catalyst class is: 2. (3) Reactant: [Br:1][C:2]1[CH:9]=[CH:8][C:5]([CH:6]=[O:7])=[C:4]([N:10]2[CH2:15][CH2:14][CH:13]([CH2:16][OH:17])[CH2:12][CH2:11]2)[CH:3]=1.N1C=CN=C1.[C:23]([Si:27]([C:35]1[CH:40]=[CH:39][CH:38]=[CH:37][CH:36]=1)([C:29]1[CH:34]=[CH:33][CH:32]=[CH:31][CH:30]=1)Cl)([CH3:26])([CH3:25])[CH3:24].O. Product: [Br:1][C:2]1[CH:9]=[CH:8][C:5]([CH:6]=[O:7])=[C:4]([N:10]2[CH2:11][CH2:12][CH:13]([CH2:16][O:17][Si:27]([C:23]([CH3:26])([CH3:25])[CH3:24])([C:35]3[CH:36]=[CH:37][CH:38]=[CH:39][CH:40]=3)[C:29]3[CH:34]=[CH:33][CH:32]=[CH:31][CH:30]=3)[CH2:14][CH2:15]2)[CH:3]=1. The catalyst class is: 3. (4) Reactant: [Br:1][CH2:2][CH2:3][CH2:4][CH2:5][CH2:6][C:7](Cl)=[O:8].[F:10][C:11]1[CH:17]=[C:16]([F:18])[CH:15]=[C:14]([F:19])[C:12]=1[NH2:13].C(N(CC)CC)C. Product: [Br:1][CH2:2][CH2:3][CH2:4][CH2:5][CH2:6][C:7]([NH:13][C:12]1[C:11]([F:10])=[CH:17][C:16]([F:18])=[CH:15][C:14]=1[F:19])=[O:8]. The catalyst class is: 22.